Dataset: Reaction yield outcomes from USPTO patents with 853,638 reactions. Task: Predict the reaction yield, written as a fraction of the theoretical maximum amount of product (1.0 means a 100% yield; for example, 0.34 means a 34% yield). (1) The reactants are S(=O)(=O)(O)[OH:2].[F:6][C:7]1[CH:8]=[C:9]([N:14]2[C:19]([CH3:20])=[CH:18][CH:17]=[C:16]([C:21]#N)[C:15]2=[O:23])[CH:10]=[CH:11][C:12]=1[F:13].[OH-:24].[Na+]. The catalyst is O. The product is [F:6][C:7]1[CH:8]=[C:9]([N:14]2[C:19]([CH3:20])=[CH:18][CH:17]=[C:16]([C:21]([OH:2])=[O:24])[C:15]2=[O:23])[CH:10]=[CH:11][C:12]=1[F:13]. The yield is 0.640. (2) The reactants are [CH3:1][O:2][C:3]([C:5]1[N:6]([CH2:16][C:17]([O:19][C:20]([CH3:23])([CH3:22])[CH3:21])=[O:18])[CH:7]=[C:8]([CH:10]2[CH2:15][CH2:14][CH2:13][CH2:12][CH2:11]2)[CH:9]=1)=[O:4].C1COCC1.C(Cl)(Cl)Cl.[Br-:33].[Br-].[Br-].[NH+]1C=CC=CC=1.[NH+]1C=CC=CC=1.[NH+]1C=CC=CC=1.[O-]S([O-])(=S)=O.[Na+].[Na+]. The catalyst is C(Cl)(Cl)Cl. The product is [CH3:1][O:2][C:3]([C:5]1[N:6]([CH2:16][C:17]([O:19][C:20]([CH3:23])([CH3:22])[CH3:21])=[O:18])[C:7]([Br:33])=[C:8]([CH:10]2[CH2:15][CH2:14][CH2:13][CH2:12][CH2:11]2)[CH:9]=1)=[O:4]. The yield is 1.00. (3) The product is [NH2:11][C:8]1[N:7]=[C:6]2[N:12]=[C:2]([C:19]3[CH:18]=[CH:17][C:16]([OH:30])=[C:15]([O:14][CH3:13])[CH:20]=3)[CH:3]=[CH:4][C:5]2=[N:10][CH:9]=1. The catalyst is COCCOC.O.FC1(F)C(F)(C(F)(F)F)C(F)(F)C(F)(F)C(F)(F)C1(F)F. The yield is 0.802. The reactants are Cl[C:2]1[CH:3]=[CH:4][C:5]2[C:6]([N:12]=1)=[N:7][C:8]([NH2:11])=[CH:9][N:10]=2.[CH3:13][O:14][C:15]1[CH:20]=[C:19](B2OC(C)(C)C(C)(C)O2)[CH:18]=[CH:17][C:16]=1[OH:30].C(=O)([O-])[O-].[Na+].[Na+]. (4) The reactants are C(O)C.O1CCCC1.[Cl:9][C:10]1[C:11]([C:16]2[CH:17]=[C:18]3[C:22](=[CH:23][CH:24]=2)[NH:21][N:20]=[C:19]3[NH:25][C:26]2[S:27][C:28]([CH:31]=[O:32])=[CH:29][N:30]=2)=[N:12][CH:13]=[CH:14][CH:15]=1.[BH4-].[Na+]. The catalyst is O. The product is [Cl:9][C:10]1[C:11]([C:16]2[CH:17]=[C:18]3[C:22](=[CH:23][CH:24]=2)[NH:21][N:20]=[C:19]3[NH:25][C:26]2[S:27][C:28]([CH2:31][OH:32])=[CH:29][N:30]=2)=[N:12][CH:13]=[CH:14][CH:15]=1. The yield is 0.550. (5) The reactants are [C:1]([C:3]1[CH:4]=[N:5][CH:6]=[CH:7][CH:8]=1)#[N:2].[CH3:9][C:10]1[CH:11]=[C:12]([CH:14]=[CH:15][C:16]=1[CH3:17])[NH2:13].[K+].[Br-]. No catalyst specified. The product is [CH3:9][C:10]1[CH:11]=[C:12]([NH:13][C:1]([C:3]2[CH:4]=[N:5][CH:6]=[CH:7][CH:8]=2)=[NH:2])[CH:14]=[CH:15][C:16]=1[CH3:17]. The yield is 0.840. (6) The yield is 0.700. The product is [Cl:26][C:23]1[CH:24]=[CH:25][C:20]([C:13]2[CH:14]=[CH:15][C:16]([O:18][CH3:19])=[CH:17][C:12]=2[C:7]2[CH:6]=[CH:5][C:4]3[C:9](=[CH:10][CH:11]=[C:2]([B:27]4[O:32][CH2:31][C:30]([CH3:34])([CH3:33])[CH2:29][O:28]4)[CH:3]=3)[N:8]=2)=[CH:21][CH:22]=1. The reactants are Br[C:2]1[CH:3]=[C:4]2[C:9](=[CH:10][CH:11]=1)[N:8]=[C:7]([C:12]1[CH:17]=[C:16]([O:18][CH3:19])[CH:15]=[CH:14][C:13]=1[C:20]1[CH:25]=[CH:24][C:23]([Cl:26])=[CH:22][CH:21]=1)[CH:6]=[CH:5]2.[B:27]1([B:27]2[O:32][CH2:31][C:30]([CH3:34])([CH3:33])[CH2:29][O:28]2)[O:32][CH2:31][C:30]([CH3:34])([CH3:33])[CH2:29][O:28]1.C([O-])(=O)C.[K+]. The catalyst is CS(C)=O.C(OCC)(=O)C.C1C=CC([P]([Pd]([P](C2C=CC=CC=2)(C2C=CC=CC=2)C2C=CC=CC=2)([P](C2C=CC=CC=2)(C2C=CC=CC=2)C2C=CC=CC=2)[P](C2C=CC=CC=2)(C2C=CC=CC=2)C2C=CC=CC=2)(C2C=CC=CC=2)C2C=CC=CC=2)=CC=1. (7) The reactants are [NH2:1][C:2]1[CH:7]=[CH:6][C:5]([CH2:8][S:9]([N:12]([CH3:14])[CH3:13])(=[O:11])=[O:10])=[CH:4][CH:3]=1.[N:15]([O-])=O.[Na+].[ClH:19]. The catalyst is O. The product is [ClH:19].[NH:1]([C:2]1[CH:7]=[CH:6][C:5]([CH2:8][S:9]([N:12]([CH3:14])[CH3:13])(=[O:11])=[O:10])=[CH:4][CH:3]=1)[NH2:15]. The yield is 0.940.